Dataset: Forward reaction prediction with 1.9M reactions from USPTO patents (1976-2016). Task: Predict the product of the given reaction. (1) Given the reactants [CH3:1][O:2][C:3]([C:5]1[CH:6]=[C:7]2[C:12](=[CH:13][CH:14]=1)[NH:11][CH:10]([C:15]1[CH:16]=[C:17]([CH:21]=[CH:22][CH:23]=1)[C:18](O)=[O:19])[C:9]([CH3:25])([CH3:24])[CH2:8]2)=[O:4].O[N:27]1[C:31]2[CH:32]=[CH:33][CH:33]=[CH:32][C:31]=2[N:27]=N1.CN(C)CCCN=C=NCC.Cl.CN1CCOCC1.C1(N)CC1, predict the reaction product. The product is: [CH:31]1([NH:27][C:18]([C:17]2[CH:16]=[C:15]([CH:10]3[C:9]([CH3:24])([CH3:25])[CH2:8][C:7]4[C:12](=[CH:13][CH:14]=[C:5]([C:3]([O:2][CH3:1])=[O:4])[CH:6]=4)[NH:11]3)[CH:23]=[CH:22][CH:21]=2)=[O:19])[CH2:32][CH2:33]1. (2) Given the reactants [NH2:1][C:2]1[CH:7]=[C:6]([Cl:8])[C:5]([N+:9]([O-:11])=[O:10])=[CH:4][C:3]=1[OH:12].[C:13](Cl)(=[O:17])[C:14](Cl)=[O:15].[OH2:19], predict the reaction product. The product is: [Cl:8][C:6]1[C:5]([N+:9]([O-:11])=[O:10])=[CH:4][C:3]([OH:12])=[C:2]([NH:1][C:13](=[O:17])[C:14]([NH:1][C:2]2[CH:7]=[C:6]([Cl:8])[C:5]([N+:9]([O-:10])=[O:19])=[CH:4][C:3]=2[OH:12])=[O:15])[CH:7]=1. (3) Given the reactants N1C=CC=CC=1.[Cl:7][C:8]1[CH:9]=[C:10]([CH2:15][CH2:16][CH2:17][OH:18])[CH:11]=[CH:12][C:13]=1[Cl:14], predict the reaction product. The product is: [Cl:7][C:8]1[CH:9]=[C:10]([CH2:15][CH2:16][CH:17]=[O:18])[CH:11]=[CH:12][C:13]=1[Cl:14]. (4) Given the reactants [NH2:1][C:2]1[CH:3]=[N:4][C:5]2[C:10]([CH:11]=1)=[CH:9][CH:8]=[C:7]([C:12]1[CH:17]=[CH:16][C:15]([S:18]([N:21]3[CH2:35][CH2:34][C:24]4([O:29][CH2:28][C:27](=[O:30])[N:26]([CH:31]5[CH2:33][CH2:32]5)[CH2:25]4)[CH2:23][CH2:22]3)(=[O:20])=[O:19])=[CH:14][CH:13]=1)[CH:6]=2.C(N(C(C)C)C(C)C)C.[C:45](Cl)(=[O:47])[CH3:46], predict the reaction product. The product is: [CH:31]1([N:26]2[CH2:25][C:24]3([CH2:23][CH2:22][N:21]([S:18]([C:15]4[CH:14]=[CH:13][C:12]([C:7]5[CH:6]=[C:5]6[C:10]([CH:11]=[C:2]([NH:1][C:45](=[O:47])[CH3:46])[CH:3]=[N:4]6)=[CH:9][CH:8]=5)=[CH:17][CH:16]=4)(=[O:20])=[O:19])[CH2:35][CH2:34]3)[O:29][CH2:28][C:27]2=[O:30])[CH2:32][CH2:33]1. (5) Given the reactants [CH3:1][O:2][C:3]1[CH:17]=[CH:16][C:6]([CH2:7][N:8]2[CH2:12][C:11]([CH3:14])([CH3:13])[NH:10][C:9]2=[O:15])=[CH:5][CH:4]=1.[C:18](Cl)(=[O:25])[C:19]1[CH:24]=[CH:23][CH:22]=[CH:21][CH:20]=1, predict the reaction product. The product is: [C:18]([N:10]1[C:11]([CH3:14])([CH3:13])[CH2:12][N:8]([CH2:7][C:6]2[CH:16]=[CH:17][C:3]([O:2][CH3:1])=[CH:4][CH:5]=2)[C:9]1=[O:15])(=[O:25])[C:19]1[CH:24]=[CH:23][CH:22]=[CH:21][CH:20]=1. (6) Given the reactants [F:1][C:2]1[CH:8]=[CH:7][CH:6]=[C:5]([N+:9]([O-:11])=[O:10])[C:3]=1N.N([O-])=O.[Na+].[S-:16][C:17]#[N:18].[K+], predict the reaction product. The product is: [F:1][C:2]1[CH:8]=[CH:7][CH:6]=[C:5]([N+:9]([O-:11])=[O:10])[C:3]=1[S:16][C:17]#[N:18]. (7) Given the reactants F[C:2]1C=C(C=C(F)C=1)C(OC12CC(CCCC(O)=O)(CC1)CC2)=O.FC1C=C(C=C(F)C=1)C([O:31][C:32]12[CH2:38][C:35]([C:39]([OH:41])=[O:40])([CH2:36][CH2:37]1)[CH2:34][CH2:33]2)=O, predict the reaction product. The product is: [OH:31][C:32]12[CH2:38][C:35]([C:39]([O:41][CH3:2])=[O:40])([CH2:34][CH2:33]1)[CH2:36][CH2:37]2. (8) Given the reactants [Br:1][C:2]1[CH:3]=[C:4]2[C:9](=[C:10]([F:12])[CH:11]=1)[NH:8][C:7](=[O:13])[CH2:6][CH2:5]2.[CH3:14]C(C)([O-])C.[K+].CI.O, predict the reaction product. The product is: [Br:1][C:2]1[CH:3]=[C:4]2[C:9](=[C:10]([F:12])[CH:11]=1)[N:8]([CH3:14])[C:7](=[O:13])[CH2:6][CH2:5]2.